From a dataset of Forward reaction prediction with 1.9M reactions from USPTO patents (1976-2016). Predict the product of the given reaction. Given the reactants [CH3:1][C:2]1[CH:3]=[C:4]([NH:9][CH:10]2[CH2:15][CH2:14][N:13]([C@H:16]3[CH2:21][CH2:20][C@H:19]([O:22][CH2:23][C:24]#[CH:25])[CH2:18][CH2:17]3)[CH2:12][CH2:11]2)[C:5]([NH2:8])=[CH:6][CH:7]=1.C(N(C(C)C)CC)(C)C.Cl[C:36](Cl)([O:38]C(=O)OC(Cl)(Cl)Cl)Cl, predict the reaction product. The product is: [CH3:1][C:2]1[CH:7]=[CH:6][C:5]2[NH:8][C:36](=[O:38])[N:9]([CH:10]3[CH2:15][CH2:14][N:13]([C@H:16]4[CH2:21][CH2:20][C@H:19]([O:22][CH2:23][C:24]#[CH:25])[CH2:18][CH2:17]4)[CH2:12][CH2:11]3)[C:4]=2[CH:3]=1.